Dataset: Full USPTO retrosynthesis dataset with 1.9M reactions from patents (1976-2016). Task: Predict the reactants needed to synthesize the given product. (1) The reactants are: [C:1]([N:8]1[CH2:13][CH:12]=[C:11](B2OC(C)(C)C(C)(C)O2)[CH2:10][CH2:9]1)([O:3][C:4]([CH3:7])([CH3:6])[CH3:5])=[O:2].Br[C:24]1[CH:29]=[CH:28][C:27]([N+:30]([O-:32])=[O:31])=[CH:26][N:25]=1.C([O-])([O-])=O.[Na+].[Na+]. Given the product [N+:30]([C:27]1[CH:28]=[CH:29][C:24]([C:11]2[CH2:10][CH2:9][N:8]([C:1]([O:3][C:4]([CH3:5])([CH3:6])[CH3:7])=[O:2])[CH2:13][CH:12]=2)=[N:25][CH:26]=1)([O-:32])=[O:31], predict the reactants needed to synthesize it. (2) Given the product [CH3:21][N:12]([CH3:11])[C:13]1[CH:20]=[CH:19][C:16](/[CH:17]=[CH:2]/[C:3]([C:5]2[CH:6]=[CH:7][CH:8]=[CH:9][C:10]=2[OH:25])=[O:4])=[CH:15][CH:14]=1, predict the reactants needed to synthesize it. The reactants are: O[CH2:2][C:3]([C:5]1[CH:10]=[CH:9][CH:8]=[CH:7][CH:6]=1)=[O:4].[CH3:11][N:12]([CH3:21])[C:13]1[CH:20]=[CH:19][C:16]([CH:17]=O)=[CH:15][CH:14]=1.Cl.C([OH:25])C. (3) Given the product [CH3:1][O:2][C:3]1[C:11]([O:12][CH3:13])=[CH:10][C:6]([C:7]([NH2:21])=[O:8])=[C:5]([N+:14]([O-:16])=[O:15])[CH:4]=1, predict the reactants needed to synthesize it. The reactants are: [CH3:1][O:2][C:3]1[C:11]([O:12][CH3:13])=[CH:10][C:6]([C:7](O)=[O:8])=[C:5]([N+:14]([O-:16])=[O:15])[CH:4]=1.S(Cl)(Cl)=O.[NH3:21]. (4) Given the product [CH3:16][C:17]1[NH:18][C:19]2[C:24]([CH:25]=1)=[CH:23][C:22]([NH:26][C:2]1[C:11]3[C:6](=[CH:7][C:8]([C:12]([F:15])([F:14])[F:13])=[CH:9][CH:10]=3)[N:5]=[CH:4][CH:3]=1)=[CH:21][CH:20]=2, predict the reactants needed to synthesize it. The reactants are: Cl[C:2]1[C:11]2[C:6](=[CH:7][C:8]([C:12]([F:15])([F:14])[F:13])=[CH:9][CH:10]=2)[N:5]=[CH:4][CH:3]=1.[CH3:16][C:17]1[NH:18][C:19]2[C:24]([CH:25]=1)=[CH:23][C:22]([NH2:26])=[CH:21][CH:20]=2.Cl.O1CCOCC1.CCO.ClC(Cl)C. (5) Given the product [F:14][C:10]1[CH:9]=[C:8]([CH:7]2[CH2:6][CH2:5][NH:4][CH2:3][CH:2]2[NH:1][C:23]2[C:32]3[C:27](=[C:28]([C:33]([NH2:35])=[O:34])[CH:29]=[CH:30][CH:31]=3)[N:26]=[C:25]([CH3:36])[N:24]=2)[CH:13]=[CH:12][CH:11]=1, predict the reactants needed to synthesize it. The reactants are: [NH2:1][CH:2]1[CH:7]([C:8]2[CH:13]=[CH:12][CH:11]=[C:10]([F:14])[CH:9]=2)[CH2:6][CH2:5][N:4](C(OC(C)(C)C)=O)[CH2:3]1.Cl[C:23]1[C:32]2[C:27](=[C:28]([C:33]([NH2:35])=[O:34])[CH:29]=[CH:30][CH:31]=2)[N:26]=[C:25]([CH3:36])[N:24]=1. (6) The reactants are: [O:1]1[CH:5]=[CH:4][CH:3]=[C:2]1[C:6]1[C:11](I)=[C:10]([S:13][CH3:14])[N:9]=[C:8]([NH2:15])[N:7]=1.[C:16]([O:20][CH3:21])(=[O:19])[CH:17]=[CH2:18].C(=O)([O-])[O-].[Cs+].[Cs+]. Given the product [CH3:21][O:20][C:16](=[O:19])/[CH:17]=[CH:18]/[C:11]1[C:6]([C:2]2[O:1][CH:5]=[CH:4][CH:3]=2)=[N:7][C:8]([NH2:15])=[N:9][C:10]=1[S:13][CH3:14], predict the reactants needed to synthesize it.